Dataset: Forward reaction prediction with 1.9M reactions from USPTO patents (1976-2016). Task: Predict the product of the given reaction. (1) Given the reactants [Br:1]Br.[N:3]1[C:8]2[C:9]3[CH:15]=[CH:14][CH:13]=[N:12][C:10]=3[NH:11][C:7]=2[CH:6]=[CH:5][C:4]=1[C:16]#[N:17].C([O-])(=O)C.[Na+], predict the reaction product. The product is: [Br:1][C:14]1[CH:13]=[N:12][C:10]2[NH:11][C:7]3[CH:6]=[CH:5][C:4]([C:16]#[N:17])=[N:3][C:8]=3[C:9]=2[CH:15]=1. (2) Given the reactants [C:1]([O:5][C:6]([NH:8][C:9]1[CH:17]=[CH:16][C:12]([C:13]([OH:15])=O)=[CH:11][CH:10]=1)=[O:7])([CH3:4])([CH3:3])[CH3:2].C1N(P(Cl)(N2C(=O)OCC2)=O)C(=O)OC1.CN(C1C=CC=CN=1)C.[Br:42][C:43]1[CH:44]=[C:45]([CH:47]=[CH:48][CH:49]=1)[NH2:46], predict the reaction product. The product is: [Br:42][C:43]1[CH:44]=[C:45]([NH:46][C:13]([C:12]2[CH:11]=[CH:10][C:9]([NH:8][C:6](=[O:7])[O:5][C:1]([CH3:2])([CH3:3])[CH3:4])=[CH:17][CH:16]=2)=[O:15])[CH:47]=[CH:48][CH:49]=1.